From a dataset of NCI-60 drug combinations with 297,098 pairs across 59 cell lines. Regression. Given two drug SMILES strings and cell line genomic features, predict the synergy score measuring deviation from expected non-interaction effect. (1) Drug 1: CC1=C(C(=O)C2=C(C1=O)N3CC4C(C3(C2COC(=O)N)OC)N4)N. Drug 2: N.N.Cl[Pt+2]Cl. Cell line: SF-295. Synergy scores: CSS=65.5, Synergy_ZIP=-0.728, Synergy_Bliss=0.345, Synergy_Loewe=-9.58, Synergy_HSA=2.85. (2) Drug 1: CC1=C(C(=CC=C1)Cl)NC(=O)C2=CN=C(S2)NC3=CC(=NC(=N3)C)N4CCN(CC4)CCO. Drug 2: CNC(=O)C1=NC=CC(=C1)OC2=CC=C(C=C2)NC(=O)NC3=CC(=C(C=C3)Cl)C(F)(F)F. Cell line: NCI-H522. Synergy scores: CSS=22.1, Synergy_ZIP=-8.31, Synergy_Bliss=-3.06, Synergy_Loewe=-62.8, Synergy_HSA=0.125.